Dataset: HIV replication inhibition screening data with 41,000+ compounds from the AIDS Antiviral Screen. Task: Binary Classification. Given a drug SMILES string, predict its activity (active/inactive) in a high-throughput screening assay against a specified biological target. (1) The compound is Clc1ccc(SSc2ccc(Cl)cc2Cl)c(Cl)c1. The result is 0 (inactive). (2) The drug is COc1cccc(C2(C#N)CCN(C)CC2)c1. The result is 0 (inactive). (3) The compound is CC1(C)C2CCC(CNC(=N)CSS(=O)(=O)O)C1C2. The result is 0 (inactive). (4) The molecule is COC(=O)C(CCC#N)(CCC#N)C(=O)OC. The result is 0 (inactive). (5) The result is 0 (inactive). The compound is CCOc1cccc(C=Nc2ccccc2SSc2ccccc2N=Cc2cccc(OCC)c2O)c1O. (6) The compound is CN1CCCOC(c2ccc(Cl)cc2)O1. The result is 0 (inactive). (7) The compound is CCSC1=NC(=Cc2ccccc2O)C(=O)N1. The result is 0 (inactive).